Dataset: Full USPTO retrosynthesis dataset with 1.9M reactions from patents (1976-2016). Task: Predict the reactants needed to synthesize the given product. (1) Given the product [F:21][C:22]1[CH:23]=[C:24](/[CH:39]=[CH:40]/[O:41][CH3:42])[C:25]([O:37][CH3:38])=[C:26]([C:2]2[S:3][C:4]([C:7]3[CH:8]=[CH:9][C:10]([CH2:4][CH:7]([CH3:12])[CH3:8])=[C:11]([CH:12]=3)[C:55]#[N:52])=[N:5][N:6]=2)[CH:27]=1, predict the reactants needed to synthesize it. The reactants are: Br[C:2]1[S:3][C:4]([C:7]2[CH:12]=[CH:11][C:10](OC(C)C)=[C:9](C(F)(F)F)[CH:8]=2)=[N:5][N:6]=1.[F:21][C:22]1[CH:23]=[C:24](/[CH:39]=[CH:40]/[O:41][CH3:42])[C:25]([O:37][CH3:38])=[C:26](B2OC(C)(C)C(C)(C)O2)[CH:27]=1.P([O-])([O-])([O-])=O.[K+].[K+].[K+].C[N:52]([CH3:55])C=O. (2) Given the product [C:7]([C:6]1[CH:9]=[CH:10][C:3]([CH:1]2[C:19]([C:16]3[S:17][CH:18]=[C:14]([CH3:13])[N:15]=3)=[C:20]([CH3:22])[NH:23][C:24]([CH3:28])=[C:25]2[C:26]#[N:27])=[C:4]([O:11][CH3:12])[CH:5]=1)#[N:8], predict the reactants needed to synthesize it. The reactants are: [CH:1]([C:3]1[CH:10]=[CH:9][C:6]([C:7]#[N:8])=[CH:5][C:4]=1[O:11][CH3:12])=O.[CH3:13][C:14]1[N:15]=[C:16]([CH2:19][C:20]([CH3:22])=O)[S:17][CH:18]=1.[NH2:23]/[C:24](/[CH3:28])=[CH:25]\[C:26]#[N:27]. (3) Given the product [CH2:7]([C@H:8]1[O:20][C:23]([CH3:25])([CH3:24])[O:19][C@@H:9]1[CH2:10][C:11]#[C:12][C:13]#[C:14][C@@H:15]([C:16]1[CH:33]=[CH:34][CH:29]=[CH:28][CH:17]=1)[OH:18])[CH2:6][CH2:5][CH2:4][CH2:3][CH2:2][CH3:1], predict the reactants needed to synthesize it. The reactants are: [CH3:1][CH2:2][CH2:3][CH2:4][CH2:5][CH2:6][CH2:7][CH:8]([OH:20])[CH:9]([OH:19])[CH2:10][C:11]#[C:12][C:13]#[C:14][CH:15]([OH:18])[CH:16]=[CH2:17].CO[C:23](OC)([CH3:25])[CH3:24].[CH3:28][C:29]1C=CC(S(O)(=O)=O)=[CH:33][CH:34]=1.O. (4) Given the product [OH:29][CH:30]1[CH2:34][CH2:33][N:32]([C:2]2[N:7]=[CH:6][C:5]([NH:8][C:9]([C:11]3[N:12]([CH2:21][C:22]4[CH:27]=[CH:26][CH:25]=[C:24]([F:28])[CH:23]=4)[C:13]4[C:18]([CH:19]=3)=[CH:17][C:16]([F:20])=[CH:15][CH:14]=4)=[O:10])=[CH:4][CH:3]=2)[CH2:31]1, predict the reactants needed to synthesize it. The reactants are: Cl[C:2]1[N:7]=[CH:6][C:5]([NH:8][C:9]([C:11]2[N:12]([CH2:21][C:22]3[CH:27]=[CH:26][CH:25]=[C:24]([F:28])[CH:23]=3)[C:13]3[C:18]([CH:19]=2)=[CH:17][C:16]([F:20])=[CH:15][CH:14]=3)=[O:10])=[CH:4][CH:3]=1.[OH:29][CH:30]1[CH2:34][CH2:33][NH:32][CH2:31]1.O. (5) Given the product [CH:1]1([N:6]2[CH2:7][CH2:8][N:9]([C:12]([C:14]3[CH:15]=[C:16]4[C:20](=[CH:21][CH:22]=3)[N:19]([C:38]3[CH:37]=[CH:36][CH:35]=[C:34]([F:33])[CH:39]=3)[C:18]([C:23]([N:25]3[CH2:30][CH2:29][S:28](=[O:31])(=[O:32])[CH2:27][CH2:26]3)=[O:24])=[CH:17]4)=[O:13])[CH2:10][CH2:11]2)[CH2:2][CH2:3][CH2:4][CH2:5]1, predict the reactants needed to synthesize it. The reactants are: [CH:1]1([N:6]2[CH2:11][CH2:10][N:9]([C:12]([C:14]3[CH:15]=[C:16]4[C:20](=[CH:21][CH:22]=3)[NH:19][C:18]([C:23]([N:25]3[CH2:30][CH2:29][S:28](=[O:32])(=[O:31])[CH2:27][CH2:26]3)=[O:24])=[CH:17]4)=[O:13])[CH2:8][CH2:7]2)[CH2:5][CH2:4][CH2:3][CH2:2]1.[F:33][C:34]1[CH:35]=[C:36](B(O)O)[CH:37]=[CH:38][CH:39]=1.N1C=CC=CC=1. (6) Given the product [NH2:1][C:4]1[CH:19]=[CH:18][C:7]2[NH:8][C:9]([C:11]3[CH:16]=[CH:15][CH:14]=[CH:13][C:12]=3[OH:17])=[N:10][C:6]=2[CH:5]=1, predict the reactants needed to synthesize it. The reactants are: [N+:1]([C:4]1[CH:19]=[CH:18][C:7]2[NH:8][C:9]([C:11]3[CH:16]=[CH:15][CH:14]=[CH:13][C:12]=3[OH:17])=[N:10][C:6]=2[CH:5]=1)([O-])=O.